Dataset: Microsomal clearance measurements from AstraZeneca. Task: Regression/Classification. Given a drug SMILES string, predict its absorption, distribution, metabolism, or excretion properties. Task type varies by dataset: regression for continuous measurements (e.g., permeability, clearance, half-life) or binary classification for categorical outcomes (e.g., BBB penetration, CYP inhibition). For this dataset (clearance_microsome_az), we predict log10(clearance) (log10 of the in vitro intrinsic clearance, CLint, in uL/min per mg of human liver microsomal protein, equivalently mL/min/g; values are censored to the assay range of 3 to 150, which is 0.477 to 2.18 on this log10 scale). (1) The molecule is O=C(O)[C@H](Cc1ccccc1)N1CCC(CN2CCC(Oc3ccc(Cl)c(Cl)c3)CC2)CC1. The log10(clearance) is 0.480. (2) The drug is COc1cccc2c1c(NS(=O)(=O)c1ccc(Cl)s1)nn2Cc1cccc(CNC(=O)C(C)(C)O)c1. The log10(clearance) is 1.70. (3) The molecule is Cc1cc(C)nc(SCC(=O)Nc2cc(C)on2)n1. The log10(clearance) is 2.18.